This data is from Full USPTO retrosynthesis dataset with 1.9M reactions from patents (1976-2016). The task is: Predict the reactants needed to synthesize the given product. (1) Given the product [N:2]1([C:14]([O:16][CH:17]([Cl:19])[CH3:18])=[O:15])[CH2:3][CH:4]=[C:5]([C:8]([O:10][CH2:11][CH3:12])=[O:9])[CH2:6][CH2:7]1, predict the reactants needed to synthesize it. The reactants are: C[N:2]1[CH2:7][CH:6]=[C:5]([C:8]([O:10][CH2:11][CH3:12])=[O:9])[CH2:4][CH2:3]1.Cl[C:14]([O:16][CH:17]([Cl:19])[CH3:18])=[O:15]. (2) The reactants are: [F:1][C:2]1[C:11]2[CH2:10][CH2:9][CH2:8][CH2:7][C:6]=2[CH:5]=[CH:4][C:3]=1[CH2:12]O.S(Cl)([Cl:16])=O. Given the product [Cl:16][CH2:12][C:3]1[C:2]([F:1])=[C:11]2[C:6](=[CH:5][CH:4]=1)[CH2:7][CH2:8][CH2:9][CH2:10]2, predict the reactants needed to synthesize it. (3) Given the product [Cl:28][C:29]1[CH:34]=[C:33]([C:2]2[CH:3]=[C:4]3[C:9](=[CH:10][CH:11]=2)[N:8]=[CH:7][C:6]([C:12]([CH:14]2[CH2:15][CH2:16]2)=[O:13])=[C:5]3[N:17]2[CH2:22][CH2:21][CH:20]([CH:23]([N:25]([CH3:27])[CH3:26])[CH3:24])[CH2:19][CH2:18]2)[CH:32]=[C:31]([F:44])[C:30]=1[OH:45], predict the reactants needed to synthesize it. The reactants are: Br[C:2]1[CH:3]=[C:4]2[C:9](=[CH:10][CH:11]=1)[N:8]=[CH:7][C:6]([C:12]([CH:14]1[CH2:16][CH2:15]1)=[O:13])=[C:5]2[N:17]1[CH2:22][CH2:21][CH:20]([CH:23]([N:25]([CH3:27])[CH3:26])[CH3:24])[CH2:19][CH2:18]1.[Cl:28][C:29]1[CH:34]=[C:33](B2OC(C)(C)C(C)(C)O2)[CH:32]=[C:31]([F:44])[C:30]=1[OH:45]. (4) Given the product [N:10]1([CH2:16][NH:9][C:1](=[O:8])[C:2]2[CH:7]=[CH:6][CH:5]=[CH:4][CH:3]=2)[CH2:15][CH2:14][O:13][CH2:12][CH2:11]1, predict the reactants needed to synthesize it. The reactants are: [C:1]([NH2:9])(=[O:8])[C:2]1[CH:7]=[CH:6][CH:5]=[CH:4][CH:3]=1.[NH:10]1[CH2:15][CH2:14][O:13][CH2:12][CH2:11]1.[CH2:16]=O. (5) Given the product [C:22]([NH:2][CH2:3][CH:4]1[CH2:9][CH2:8][N:7]([C:10]2[C:11]3[S:18][C:17]([C:19]([NH2:21])=[O:20])=[CH:16][C:12]=3[N:13]=[CH:14][N:15]=2)[CH2:6][CH2:5]1)(=[O:25])[C:4]([CH3:9])([CH3:5])[CH3:3], predict the reactants needed to synthesize it. The reactants are: Cl.[NH2:2][CH2:3][CH:4]1[CH2:9][CH2:8][N:7]([C:10]2[C:11]3[S:18][C:17]([C:19]([NH2:21])=[O:20])=[CH:16][C:12]=3[N:13]=[CH:14][N:15]=2)[CH2:6][CH2:5]1.[C:22](=[O:25])([O-])[O-].[Na+].[Na+].[Cl-]. (6) Given the product [Cl:8][C:7]1[C:2]([CH3:26])=[CH:3][C:4]([C:24]#[N:25])=[C:5]([NH:9][C@H:10]2[CH2:15][CH2:14][CH2:13][CH2:12][C@@H:11]2[NH:16][C:17](=[O:23])[O:18][C:19]([CH3:22])([CH3:21])[CH3:20])[CH:6]=1, predict the reactants needed to synthesize it. The reactants are: Br[C:2]1[C:7]([Cl:8])=[CH:6][C:5]([NH:9][C@H:10]2[CH2:15][CH2:14][CH2:13][CH2:12][C@@H:11]2[NH:16][C:17](=[O:23])[O:18][C:19]([CH3:22])([CH3:21])[CH3:20])=[C:4]([C:24]#[N:25])[CH:3]=1.[CH3:26]B1OB(C)OB(C)O1.C(=O)([O-])[O-].[K+].[K+].O1CCOCC1. (7) Given the product [O:29]=[C:27]1[NH:26][CH2:25][CH:24]([CH2:23][N:1]2[C:9]3[C:4](=[CH:5][CH:6]=[CH:7][CH:8]=3)[C:3]3([C:13]4=[CH:14][C:15]5[O:19][CH2:18][O:17][C:16]=5[CH:20]=[C:12]4[O:11][CH2:10]3)[C:2]2=[O:21])[O:28]1, predict the reactants needed to synthesize it. The reactants are: [NH:1]1[C:9]2[C:4](=[CH:5][CH:6]=[CH:7][CH:8]=2)[C:3]2([C:13]3=[CH:14][C:15]4[O:19][CH2:18][O:17][C:16]=4[CH:20]=[C:12]3[O:11][CH2:10]2)[C:2]1=[O:21].Cl[CH2:23][CH:24]1[O:28][C:27](=[O:29])[NH:26][CH2:25]1.C(=O)([O-])[O-].[Cs+].[Cs+].